Dataset: Peptide-MHC class I binding affinity with 185,985 pairs from IEDB/IMGT. Task: Regression. Given a peptide amino acid sequence and an MHC pseudo amino acid sequence, predict their binding affinity value. This is MHC class I binding data. (1) The peptide sequence is FVNYNFTLV. The MHC is HLA-B15:01 with pseudo-sequence HLA-B15:01. The binding affinity (normalized) is 0.224. (2) The peptide sequence is FAAPHRGVA. The MHC is HLA-A26:01 with pseudo-sequence HLA-A26:01. The binding affinity (normalized) is 0.0847. (3) The peptide sequence is LVNSIQRRT. The MHC is H-2-Kb with pseudo-sequence H-2-Kb. The binding affinity (normalized) is 0. (4) The peptide sequence is ATVKGMQSY. The MHC is HLA-B51:01 with pseudo-sequence HLA-B51:01. The binding affinity (normalized) is 0.213. (5) The peptide sequence is VSRDFDDVY. The MHC is HLA-B08:02 with pseudo-sequence HLA-B08:02. The binding affinity (normalized) is 0.0847. (6) The peptide sequence is LLGMWGIAAL. The MHC is HLA-A02:03 with pseudo-sequence HLA-A02:03. The binding affinity (normalized) is 0.787.